From a dataset of hERG potassium channel inhibition data for cardiac toxicity prediction from Karim et al.. Regression/Classification. Given a drug SMILES string, predict its toxicity properties. Task type varies by dataset: regression for continuous values (e.g., LD50, hERG inhibition percentage) or binary classification for toxic/non-toxic outcomes (e.g., AMES mutagenicity, cardiotoxicity, hepatotoxicity). Dataset: herg_karim. The molecule is COCCC(C(=O)O)C1c2ccccc2CC1NC(=O)c1cc2sc(Cl)c(Cl)c2[nH]1. The result is 0 (non-blocker).